This data is from Catalyst prediction with 721,799 reactions and 888 catalyst types from USPTO. The task is: Predict which catalyst facilitates the given reaction. (1) Reactant: [ClH:1].[CH3:2][C:3]([NH:15][C@@H:16]1[CH2:20][C@H:19]([C:21]2[CH:26]=[CH:25][CH:24]=[C:23]([O:27][C:28]([F:31])([F:30])[F:29])[CH:22]=2)[N:18]([C:32]2[CH:39]=[CH:38][C:35]([C:36]#[N:37])=[CH:34][CH:33]=2)[C:17]1=[O:40])([C:5]1[CH:10]=[CH:9][CH:8]=[C:7]([C:11]([F:14])([F:13])[F:12])[N:6]=1)[CH3:4].C1CCCCC1. Product: [ClH:1].[CH3:4][C:3]([NH:15][C@@H:16]1[CH2:20][C@H:19]([C:21]2[CH:26]=[CH:25][CH:24]=[C:23]([O:27][C:28]([F:31])([F:29])[F:30])[CH:22]=2)[N:18]([C:32]2[CH:39]=[CH:38][C:35]([C:36]#[N:37])=[CH:34][CH:33]=2)[C:17]1=[O:40])([C:5]1[CH:10]=[CH:9][CH:8]=[C:7]([C:11]([F:14])([F:12])[F:13])[N:6]=1)[CH3:2]. The catalyst class is: 13. (2) Reactant: C([O:3][C:4]([C:6]1[CH:10]=[C:9]([C:11]([OH:13])=[O:12])[N:8]([CH2:14][C:15]2[CH:19]=[C:18]([C:20]3[S:21][C:22]([Cl:25])=[CH:23][CH:24]=3)[O:17][N:16]=2)[N:7]=1)=O)C. Product: [Cl:25][C:22]1[S:21][C:20]([C:18]2[O:17][N:16]=[C:15]([CH2:14][N:8]3[C:9]([C:11]([OH:13])=[O:12])=[CH:10][C:6]([CH2:4][OH:3])=[N:7]3)[CH:19]=2)=[CH:24][CH:23]=1. The catalyst class is: 1. (3) Reactant: [C@H:1]1([CH2:11]N)[C@@H:10]2[N:5]([CH2:6][CH2:7][CH2:8][CH2:9]2)[CH2:4][CH2:3][CH2:2]1.C([O-])(O)=O.[Na+].CO. Product: [CH3:11][C@H:1]1[C@H:10]2[CH2:9][CH2:8][CH2:7][CH2:6][N:5]2[CH2:4][CH2:3][CH2:2]1. The catalyst class is: 6. (4) Reactant: [CH2:1]([NH:9][C:10]1[C:11]2[CH:18]=[C:17]([C:19](OCC)=[O:20])[S:16][C:12]=2[N:13]=[CH:14][N:15]=1)[CH2:2][C:3]1[CH:8]=[CH:7][CH:6]=[CH:5][CH:4]=1.[H-].[Al+3].[Li+].[H-].[H-].[H-].O.[OH-].[Na+]. Product: [CH2:1]([NH:9][C:10]1[C:11]2[CH:18]=[C:17]([CH2:19][OH:20])[S:16][C:12]=2[N:13]=[CH:14][N:15]=1)[CH2:2][C:3]1[CH:4]=[CH:5][CH:6]=[CH:7][CH:8]=1. The catalyst class is: 1. (5) Reactant: [C:1]([O:5][C:6]([N:8]1[C:16]2[C:11](=[CH:12][CH:13]=[C:14]([CH2:17][OH:18])[CH:15]=2)[CH:10]=[C:9]1[C:19]1[CH:24]=[C:23]([C:25]2[CH:30]=[CH:29][N:28]=[CH:27][CH:26]=2)[N:22]=[N:21][C:20]=1[O:31][CH3:32])=[O:7])([CH3:4])([CH3:3])[CH3:2]. Product: [C:1]([O:5][C:6]([N:8]1[C:16]2[C:11](=[CH:12][CH:13]=[C:14]([CH:17]=[O:18])[CH:15]=2)[CH:10]=[C:9]1[C:19]1[CH:24]=[C:23]([C:25]2[CH:30]=[CH:29][N:28]=[CH:27][CH:26]=2)[N:22]=[N:21][C:20]=1[O:31][CH3:32])=[O:7])([CH3:4])([CH3:3])[CH3:2]. The catalyst class is: 742. (6) Reactant: [Br:1][C:2]1[CH:7]=[CH:6][NH:5][C:4](=[O:8])[CH:3]=1.[CH3:9][C:10]1([CH3:13])[CH2:12][O:11]1.C([O-])([O-])=O.[K+].[K+]. Product: [Br:1][C:2]1[CH:7]=[CH:6][N:5]([CH2:9][C:10]([OH:11])([CH3:13])[CH3:12])[C:4](=[O:8])[CH:3]=1. The catalyst class is: 3.